Dataset: Forward reaction prediction with 1.9M reactions from USPTO patents (1976-2016). Task: Predict the product of the given reaction. (1) Given the reactants [S:1]([N:11]1[C:19]2[C:14](=[CH:15][CH:16]=[CH:17][CH:18]=2)[C:13]([CH2:20][N:21]2[CH2:26][CH2:25][CH2:24][C:23]3([CH2:31][CH2:30][NH:29][CH2:28][CH2:27]3)[C:22]2=[O:32])=[CH:12]1)([C:4]1[CH:10]=[CH:9][C:7]([CH3:8])=[CH:6][CH:5]=1)(=[O:3])=[O:2].Cl[C:34]1[CH:39]=[CH:38][CH:37]=[C:36]([CH3:40])[N:35]=1.C([O-])(C)(C)C.[Na+].C1(P(C2CCCCC2)C2C=CC=CC=2C2C=CC=CC=2N(C)C)CCCCC1, predict the reaction product. The product is: [CH3:40][C:36]1[N:35]=[C:34]([N:29]2[CH2:30][CH2:31][C:23]3([C:22](=[O:32])[N:21]([CH2:20][C:13]4[C:14]5[C:19](=[CH:18][CH:17]=[CH:16][CH:15]=5)[N:11]([S:1]([C:4]5[CH:10]=[CH:9][C:7]([CH3:8])=[CH:6][CH:5]=5)(=[O:2])=[O:3])[CH:12]=4)[CH2:26][CH2:25][CH2:24]3)[CH2:27][CH2:28]2)[CH:39]=[CH:38][CH:37]=1. (2) The product is: [OH:9][CH2:8][C:6]1[CH:5]=[C:4]([N:10]2[CH2:15][CH2:14][O:13][CH2:12][C@@H:11]2[CH3:16])[N:3]=[C:2]([C:29]2[CH:28]=[CH:27][C:26]([NH:25][C:24]([NH:23][C:20]3[CH:21]=[CH:22][O:18][N:19]=3)=[O:41])=[CH:31][CH:30]=2)[N:7]=1. Given the reactants Cl[C:2]1[N:7]=[C:6]([CH2:8][OH:9])[CH:5]=[C:4]([N:10]2[CH2:15][CH2:14][O:13][CH2:12][C@@H:11]2[CH3:16])[N:3]=1.O.[O:18]1[CH:22]=[CH:21][C:20]([NH:23][C:24](=[O:41])[NH:25][C:26]2[CH:31]=[CH:30][C:29](B3OC(C)(C)C(C)(C)O3)=[CH:28][CH:27]=2)=[N:19]1.C(=O)([O-])[O-].[Na+].[Na+], predict the reaction product. (3) Given the reactants [CH2:1]([N:3]1[C:9]2[N:10]=[CH:11][C:12]([CH2:14][CH2:15][O:16][C:17]3[CH:26]=[CH:25][C:20]([C:21]([O:23]C)=[O:22])=[CH:19][C:18]=3[CH3:27])=[CH:13][C:8]=2[C:7](=[O:28])[N:6]([CH3:29])[C:5]2[CH:30]=[CH:31][CH:32]=[N:33][C:4]1=2)[CH3:2].[OH-].[Na+].Cl, predict the reaction product. The product is: [CH2:1]([N:3]1[C:9]2[N:10]=[CH:11][C:12]([CH2:14][CH2:15][O:16][C:17]3[CH:26]=[CH:25][C:20]([C:21]([OH:23])=[O:22])=[CH:19][C:18]=3[CH3:27])=[CH:13][C:8]=2[C:7](=[O:28])[N:6]([CH3:29])[C:5]2[CH:30]=[CH:31][CH:32]=[N:33][C:4]1=2)[CH3:2]. (4) Given the reactants O1CCOCC1.O([C:15]1[C:24]2[C:19](=[CH:20][CH:21]=[CH:22][CH:23]=2)[CH:18]=[CH:17][CH:16]=1)S(C(F)(F)F)(=O)=O.C(N(C(C)C)C(C)C)C.[CH:34]1[CH2:41][CH2:40][CH2:39][CH2:38][CH2:37][CH2:36][CH:35]=1, predict the reaction product. The product is: [C:15]1([C@H:41]2[CH2:40][CH2:39][CH2:38][CH2:37][CH2:36][CH:35]=[CH:34]2)[C:24]2[C:19](=[CH:20][CH:21]=[CH:22][CH:23]=2)[CH:18]=[CH:17][CH:16]=1. (5) The product is: [Br:18][C:15]1[CH:16]=[CH:17][C:12]([CH:7]([NH:25][C:22]([CH3:24])([CH3:23])[CH3:21])[C:8]([F:11])([F:10])[F:9])=[CH:13][CH:14]=1. Given the reactants FC(F)(F)S(O[CH:7]([C:12]1[CH:17]=[CH:16][C:15]([Br:18])=[CH:14][CH:13]=1)[C:8]([F:11])([F:10])[F:9])(=O)=O.[CH3:21][C:22]([NH2:25])([CH3:24])[CH3:23].C(=O)([O-])[O-].[K+].[K+], predict the reaction product. (6) Given the reactants [CH2:1]([N:8]([CH2:14][C:15]1[CH:20]=[CH:19][CH:18]=[CH:17][CH:16]=1)[C@@H:9]([CH2:12][CH3:13])[CH:10]=[O:11])[C:2]1[CH:7]=[CH:6][CH:5]=[CH:4][CH:3]=1.O1CCOCC1.S(=O)(O)[O-].[Na+].[C-:32]#[N:33].[K+], predict the reaction product. The product is: [CH2:14]([N:8]([CH2:1][C:2]1[CH:3]=[CH:4][CH:5]=[CH:6][CH:7]=1)[C@@H:9]([CH2:12][CH3:13])[C@H:10]([OH:11])[C:32]#[N:33])[C:15]1[CH:16]=[CH:17][CH:18]=[CH:19][CH:20]=1. (7) Given the reactants [CH:1]1([O:6][C:7]2[CH:15]=[CH:14][C:13]([S:16]([CH3:19])(=[O:18])=[O:17])=[CH:12][C:8]=2[C:9]([OH:11])=O)[CH2:5][CH2:4][CH2:3][CH2:2]1.Cl.[C:21]1([S:27]([C:30]2[S:34][C:33]([N:35]3[CH2:40][CH2:39][NH:38][CH2:37][CH2:36]3)=[N:32][CH:31]=2)(=[O:29])=[O:28])[CH:26]=[CH:25][CH:24]=[CH:23][CH:22]=1, predict the reaction product. The product is: [C:21]1([S:27]([C:30]2[S:34][C:33]([N:35]3[CH2:40][CH2:39][N:38]([C:9]([C:8]4[CH:12]=[C:13]([S:16]([CH3:19])(=[O:18])=[O:17])[CH:14]=[CH:15][C:7]=4[O:6][CH:1]4[CH2:2][CH2:3][CH2:4][CH2:5]4)=[O:11])[CH2:37][CH2:36]3)=[N:32][CH:31]=2)(=[O:29])=[O:28])[CH:26]=[CH:25][CH:24]=[CH:23][CH:22]=1. (8) Given the reactants Cl.[CH3:2][O:3][C:4]([C:6]1[CH:11]=[CH:10][C:9]([C:12]2[CH2:16][C:15]3([CH2:21][CH2:20][NH2+:19][CH2:18][CH2:17]3)[O:14][N:13]=2)=[CH:8][CH:7]=1)=[O:5].[Br:22][C:23]1[CH:24]=[C:25]([CH:28]=[CH:29][C:30]=1[O:31][C:32]([F:35])([F:34])[F:33])[CH:26]=O, predict the reaction product. The product is: [Br:22][C:23]1[CH:24]=[C:25]([CH:28]=[CH:29][C:30]=1[O:31][C:32]([F:33])([F:34])[F:35])[CH2:26][N:19]1[CH2:20][CH2:21][C:15]2([O:14][N:13]=[C:12]([C:9]3[CH:10]=[CH:11][C:6]([C:4]([O:3][CH3:2])=[O:5])=[CH:7][CH:8]=3)[CH2:16]2)[CH2:17][CH2:18]1. (9) Given the reactants [CH:1]([O:4][C:5](=[O:15])[C@@H:6]([CH2:8][C:9]([O:11][CH:12]([CH3:14])[CH3:13])=[O:10])[OH:7])([CH3:3])[CH3:2].C[Si]([N-][Si](C)(C)C)(C)C.[Li+].[CH2:26](Br)[C:27]1[CH:32]=[CH:31][CH:30]=[CH:29][CH:28]=1.[NH4+].[Cl-], predict the reaction product. The product is: [CH2:26]([C@@H:8]([C@@H:6]([OH:7])[C:5]([O:4][CH:1]([CH3:2])[CH3:3])=[O:15])[C:9]([O:11][CH:12]([CH3:14])[CH3:13])=[O:10])[C:27]1[CH:32]=[CH:31][CH:30]=[CH:29][CH:28]=1. (10) The product is: [F:13][C:7]1[CH:8]=[C:9]([C:36]2[CH:37]=[C:32]3[N:31]=[C:30]([CH2:29][CH2:28][C:24]4[CH:23]=[C:22]([O:21][CH3:20])[CH:27]=[CH:26][N:25]=4)[NH:39][C:33]3=[N:34][CH:35]=2)[CH:10]=[CH:11][C:6]=1[S:3]([N:2]([CH3:14])[CH3:1])(=[O:5])=[O:4]. Given the reactants [CH3:1][N:2]([CH3:14])[S:3]([C:6]1[CH:11]=[CH:10][C:9](Br)=[CH:8][C:7]=1[F:13])(=[O:5])=[O:4].C([O-])(=O)C.[K+].[CH3:20][O:21][C:22]1[CH:27]=[CH:26][N:25]=[C:24]([CH2:28][CH2:29][C:30]2[NH:39][C:33]3=[N:34][CH:35]=[C:36](I)[CH:37]=[C:32]3[N:31]=2)[CH:23]=1.C(=O)([O-])[O-].[K+].[K+].[Cl-].[Li+], predict the reaction product.